Dataset: Full USPTO retrosynthesis dataset with 1.9M reactions from patents (1976-2016). Task: Predict the reactants needed to synthesize the given product. (1) Given the product [C:18]([N:14]1[C:15]2[C:11](=[CH:10][C:9]([O:8][CH2:7][C:6]([OH:41])=[O:5])=[CH:17][CH:16]=2)[C:12]([NH:21][C:22]([N:24]2[C@H:29]([C:30](=[O:40])[NH:31][CH2:32][C:33]3[CH:38]=[CH:37][CH:36]=[CH:35][C:34]=3[F:39])[CH2:28][C@@H:27]3[C@H:25]2[CH2:26]3)=[O:23])=[CH:13]1)(=[O:20])[NH2:19], predict the reactants needed to synthesize it. The reactants are: C([O:5][C:6](=[O:41])[CH2:7][O:8][C:9]1[CH:10]=[C:11]2[C:15](=[CH:16][CH:17]=1)[N:14]([C:18](=[O:20])[NH2:19])[CH:13]=[C:12]2[NH:21][C:22]([N:24]1[C@H:29]([C:30](=[O:40])[NH:31][CH2:32][C:33]2[CH:38]=[CH:37][CH:36]=[CH:35][C:34]=2[F:39])[CH2:28][C@@H:27]2[C@H:25]1[CH2:26]2)=[O:23])(C)(C)C.C(O)(C(F)(F)F)=O. (2) Given the product [F:25][C:26]1[CH:34]=[CH:33][C:29]([C:30]([NH:21][C:16]2[C:17]([CH3:20])=[C:18]([CH3:19])[C:13]3[O:12][C:11]([CH3:24])([CH3:23])[CH:10]([C:7]4[CH:8]=[CH:9][C:4]([CH:1]([CH3:3])[CH3:2])=[CH:5][CH:6]=4)[C:14]=3[C:15]=2[CH3:22])=[O:31])=[CH:28][CH:27]=1, predict the reactants needed to synthesize it. The reactants are: [CH:1]([C:4]1[CH:9]=[CH:8][C:7]([CH:10]2[C:14]3[C:15]([CH3:22])=[C:16]([NH2:21])[C:17]([CH3:20])=[C:18]([CH3:19])[C:13]=3[O:12][C:11]2([CH3:24])[CH3:23])=[CH:6][CH:5]=1)([CH3:3])[CH3:2].[F:25][C:26]1[CH:34]=[CH:33][C:29]([C:30](Cl)=[O:31])=[CH:28][CH:27]=1. (3) Given the product [CH3:15][O:7][C:6](=[O:8])[C:5]1[CH:9]=[CH:10][C:2]([F:1])=[C:3]([CH:11]=[O:12])[CH:4]=1, predict the reactants needed to synthesize it. The reactants are: [F:1][C:2]1[CH:10]=[CH:9][C:5]([C:6]([OH:8])=[O:7])=[CH:4][C:3]=1[CH:11]=[O:12].CI.[C:15]([O-])([O-])=O.[K+].[K+]. (4) Given the product [Br:5][C:6]1[CH:7]=[CH:8][C:9]([CH2:12][C@H:13]([O:18][CH2:1][CH2:2][CH3:3])[C:14]([O:16][CH3:17])=[O:15])=[CH:10][CH:11]=1, predict the reactants needed to synthesize it. The reactants are: [CH2:1](I)[CH2:2][CH3:3].[Br:5][C:6]1[CH:11]=[CH:10][C:9]([CH2:12][C@H:13]([OH:18])[C:14]([O:16][CH3:17])=[O:15])=[CH:8][CH:7]=1. (5) Given the product [C:1]([O:5][C:6]([NH:8][CH2:9][C:10]([O:12][CH2:13]/[C:14](/[C:25]1[CH:30]=[CH:29][C:28]([S:31]([CH3:34])(=[O:33])=[O:32])=[CH:27][CH:26]=1)=[C:15](/[C:19]1[CH:20]=[CH:21][CH:22]=[CH:23][CH:24]=1)\[C:16]([O:18][CH2:41][CH2:40][CH2:39][CH2:38][CH2:37][CH2:36][Br:35])=[O:17])=[O:11])=[O:7])([CH3:4])([CH3:3])[CH3:2], predict the reactants needed to synthesize it. The reactants are: [C:1]([O:5][C:6]([NH:8][CH2:9][C:10]([O:12][CH2:13]/[C:14](/[C:25]1[CH:30]=[CH:29][C:28]([S:31]([CH3:34])(=[O:33])=[O:32])=[CH:27][CH:26]=1)=[C:15](/[C:19]1[CH:24]=[CH:23][CH:22]=[CH:21][CH:20]=1)\[C:16]([OH:18])=[O:17])=[O:11])=[O:7])([CH3:4])([CH3:3])[CH3:2].[Br:35][CH2:36][CH2:37][CH2:38][CH2:39][CH2:40][CH2:41]Br.C([O-])([O-])=O.[K+].[K+].[Cl-].[NH4+]. (6) The reactants are: O[C:2]([C:5]1[S:9][C:8](=[O:10])[S:7][C:6]=1[C:11]1[C:12](=[O:21])[NH:13][C:14]2[C:19]([N:20]=1)=[CH:18][CH:17]=[CH:16][CH:15]=2)([CH3:4])[CH3:3].C(OC(Cl)=O)C1C=CC=CC=1.C(N(CC)CC)C. Given the product [CH3:4][C:2]1([CH3:3])[O:21][C:12]2[C:11](=[N:20][C:19]3[C:14]([N:13]=2)=[CH:15][CH:16]=[CH:17][CH:18]=3)[C:6]2[S:7][C:8](=[O:10])[S:9][C:5]1=2, predict the reactants needed to synthesize it.